Predict the reaction yield, written as a fraction of the theoretical maximum amount of product (1.0 means a 100% yield; for example, 0.34 means a 34% yield). From a dataset of Reaction yield outcomes from USPTO patents with 853,638 reactions. (1) The reactants are [CH2:1]([N:8]1[C:21](=[O:22])[C:20]2[C:15](=[CH:16][CH:17]=[CH:18][CH:19]=2)[C:14]2[CH:13]=[C:12]([CH:23]=O)[CH:11]=[CH:10][C:9]1=2)[C:2]1[CH:7]=[CH:6][CH:5]=[CH:4][CH:3]=1.[S:25]1[CH2:29][C:28](=[O:30])[NH:27][C:26]1=[O:31]. The catalyst is C1(C)C=CC=CC=1.C(O)(=O)C.N1CCCCC1. The product is [CH2:1]([N:8]1[C:21](=[O:22])[C:20]2[C:15](=[CH:16][CH:17]=[CH:18][CH:19]=2)[C:14]2[CH:13]=[C:12]([CH:23]=[C:29]3[S:25][C:26](=[O:31])[NH:27][C:28]3=[O:30])[CH:11]=[CH:10][C:9]1=2)[C:2]1[CH:3]=[CH:4][CH:5]=[CH:6][CH:7]=1. The yield is 0.800. (2) The reactants are C([SiH2][O:6][C:7](C)(C)[C:8]1[CH:13]=[C:12]([CH3:14])[N:11]=[C:10]([C:15]#[N:16])[CH:9]=1)(C)(C)C.[F-].C([N+](CCCC)(CCCC)CCCC)CCC. The catalyst is C1COCC1. The product is [OH:6][CH2:7][C:8]1[CH:13]=[C:12]([CH3:14])[N:11]=[C:10]([C:15]#[N:16])[CH:9]=1. The yield is 0.900. (3) The reactants are [CH:1]1([NH:7][S:8]([C:11]2[CH:16]=[CH:15][C:14]([F:17])=[CH:13][CH:12]=2)(=[O:10])=[O:9])[CH2:6][CH2:5][CH2:4][CH2:3][CH2:2]1.Br[CH2:19][C:20]1[CH:29]=[CH:28][C:23]([C:24]([O:26][CH3:27])=[O:25])=[CH:22][CH:21]=1. No catalyst specified. The product is [CH:1]1([N:7]([CH2:19][C:20]2[CH:29]=[CH:28][C:23]([C:24]([O:26][CH3:27])=[O:25])=[CH:22][CH:21]=2)[S:8]([C:11]2[CH:12]=[CH:13][C:14]([F:17])=[CH:15][CH:16]=2)(=[O:9])=[O:10])[CH2:2][CH2:3][CH2:4][CH2:5][CH2:6]1. The yield is 0.780. (4) The reactants are [C:1]1([C@@H:7]([NH:19][C:20]2[CH:25]=[CH:24][CH:23]=[CH:22][CH:21]=2)[C:8]([O:10][C@@H:11]2[CH:16]3[CH2:17][CH2:18][N:13]([CH2:14][CH2:15]3)[CH2:12]2)=[O:9])[CH:6]=[CH:5][CH:4]=[CH:3][CH:2]=1.[Cl:26][CH2:27][C:28]1[N:32]=[C:31]([C:33]2[CH:38]=[CH:37][CH:36]=[CH:35][CH:34]=2)[O:30][N:29]=1. The catalyst is CCOC(C)=O.C(#N)C. The product is [Cl-:26].[C:33]1([C:31]2[O:30][N:29]=[C:28]([CH2:27][N+:13]34[CH2:14][CH2:15][CH:16]([CH2:17][CH2:18]3)[C@@H:11]([O:10][C:8](=[O:9])[C@@H:7]([C:1]3[CH:2]=[CH:3][CH:4]=[CH:5][CH:6]=3)[NH:19][C:20]3[CH:25]=[CH:24][CH:23]=[CH:22][CH:21]=3)[CH2:12]4)[N:32]=2)[CH:34]=[CH:35][CH:36]=[CH:37][CH:38]=1. The yield is 0.621. (5) The reactants are C[O:2][C:3](=O)/[CH:4]=[CH:5]/[C:6]1[CH:11]=[CH:10][CH:9]=[C:8]([F:12])[CH:7]=1.[H-].C([Al+]CC(C)C)C(C)C. The catalyst is ClCCl. The product is [F:12][C:8]1[CH:7]=[C:6]([CH:11]=[CH:10][CH:9]=1)/[CH:5]=[CH:4]/[CH2:3][OH:2]. The yield is 0.900. (6) The reactants are [NH2:1][C:2]1[CH:3]=[C:4]([CH:21]=[CH:22][C:23]=1[CH3:24])[O:5][C:6]1[CH:7]=[CH:8][C:9]2[N:10]([CH:12]=[C:13]([NH:15][C:16]([CH:18]3[CH2:20][CH2:19]3)=[O:17])[N:14]=2)[N:11]=1.Cl.[N:26]1[CH:31]=[CH:30][CH:29]=[CH:28][C:27]=1[CH2:32][C:33](O)=[O:34].C(N(CC)CC)C.P(C#N)(OCC)(OCC)=O.C(=O)([O-])O.[Na+]. The catalyst is CN(C)C=O. The product is [CH3:24][C:23]1[CH:22]=[CH:21][C:4]([O:5][C:6]2[CH:7]=[CH:8][C:9]3[N:10]([CH:12]=[C:13]([NH:15][C:16]([CH:18]4[CH2:20][CH2:19]4)=[O:17])[N:14]=3)[N:11]=2)=[CH:3][C:2]=1[NH:1][C:33](=[O:34])[CH2:32][C:27]1[CH:28]=[CH:29][CH:30]=[CH:31][N:26]=1. The yield is 0.410. (7) The reactants are C([O-])([O-])=O.[K+].[K+].[Br:7][C:8]1[CH:13]=[CH:12][C:11](I)=[C:10]([F:15])[CH:9]=1.[F:16][C:17]1[C:22]([F:23])=[C:21]([Si:24]([CH3:27])([CH3:26])[CH3:25])[CH:20]=[CH:19][C:18]=1B1OCC(C)(C)CO1. The catalyst is O.O1CCOCC1.C1C=CC([P]([Pd]([P](C2C=CC=CC=2)(C2C=CC=CC=2)C2C=CC=CC=2)([P](C2C=CC=CC=2)(C2C=CC=CC=2)C2C=CC=CC=2)[P](C2C=CC=CC=2)(C2C=CC=CC=2)C2C=CC=CC=2)(C2C=CC=CC=2)C2C=CC=CC=2)=CC=1. The product is [Br:7][C:8]1[CH:13]=[CH:12][C:11]([C:18]2[CH:19]=[CH:20][C:21]([Si:24]([CH3:25])([CH3:27])[CH3:26])=[C:22]([F:23])[C:17]=2[F:16])=[C:10]([F:15])[CH:9]=1. The yield is 0.880.